Dataset: Forward reaction prediction with 1.9M reactions from USPTO patents (1976-2016). Task: Predict the product of the given reaction. (1) Given the reactants C([O:5][C:6](=[O:32])[CH2:7][C@H:8]([CH2:24][C:25]1[CH:30]=[CH:29][C:28]([Cl:31])=[CH:27][CH:26]=1)[C:9]([N:11]1[C@H:15]([CH3:16])[C@H:14]([C:17]2[CH:22]=[CH:21][CH:20]=[CH:19][CH:18]=2)[O:13][C:12]1=[O:23])=[O:10])(C)(C)C.C(O)(C(F)(F)F)=O, predict the reaction product. The product is: [Cl:31][C:28]1[CH:27]=[CH:26][C:25]([CH2:24][C@H:8]([C:9]([N:11]2[C@H:15]([CH3:16])[C@H:14]([C:17]3[CH:18]=[CH:19][CH:20]=[CH:21][CH:22]=3)[O:13][C:12]2=[O:23])=[O:10])[CH2:7][C:6]([OH:32])=[O:5])=[CH:30][CH:29]=1. (2) Given the reactants C([O:4][C@@H:5]([CH3:23])[C:6]([NH:8][C:9]1[N:13]([CH:14]2[CH2:19][CH2:18][O:17][CH2:16][CH2:15]2)[N:12]=[CH:11][C:10]=1[C:20](=[O:22])[NH2:21])=O)(=O)C.C(=O)([O-])[O-].[K+].[K+].C(O)(=O)C, predict the reaction product. The product is: [OH:4][C@H:5]([C:6]1[NH:21][C:20](=[O:22])[C:10]2[CH:11]=[N:12][N:13]([CH:14]3[CH2:19][CH2:18][O:17][CH2:16][CH2:15]3)[C:9]=2[N:8]=1)[CH3:23].